From a dataset of Catalyst prediction with 721,799 reactions and 888 catalyst types from USPTO. Predict which catalyst facilitates the given reaction. (1) Reactant: [Br:1][C:2]1[N:3]=[CH:4][NH:5][CH:6]=1.C(=O)([O-])[O-].[Cs+].[Cs+].Cl.Cl[CH2:15][CH2:16][N:17]1[CH2:22][CH2:21][O:20][CH2:19][CH2:18]1. Product: [Br:1][C:2]1[N:3]=[CH:4][N:5]([CH2:15][CH2:16][N:17]2[CH2:22][CH2:21][O:20][CH2:19][CH2:18]2)[CH:6]=1. The catalyst class is: 9. (2) Reactant: C(OC(=O)[NH:7][CH2:8][C:9]([C:12]1[CH:17]=[CH:16][CH:15]=[C:14]([CH2:18][CH2:19][C:20]2([CH:28]3[CH2:32][CH2:31][CH2:30][CH2:29]3)[CH2:25][C:24](=[O:26])[CH2:23][C:22](=[O:27])[O:21]2)[CH:13]=1)([CH3:11])[CH3:10])(C)(C)C.[C:34]([OH:40])([C:36]([F:39])([F:38])[F:37])=[O:35].C(Cl)Cl. Product: [F:37][C:36]([F:39])([F:38])[C:34]([OH:40])=[O:35].[NH2:7][CH2:8][C:9]([C:12]1[CH:13]=[C:14]([CH2:18][CH2:19][C:20]2([CH:28]3[CH2:32][CH2:31][CH2:30][CH2:29]3)[O:21][C:22](=[O:27])[CH2:23][C:24](=[O:26])[CH2:25]2)[CH:15]=[CH:16][CH:17]=1)([CH3:10])[CH3:11]. The catalyst class is: 11. (3) Reactant: C([O:8][C@@H:9]1[CH2:14][CH2:13][C:12]([F:16])([F:15])[CH2:11][C@:10]1([CH3:20])[C:17]([OH:19])=[O:18])C1C=CC=CC=1. Product: [F:15][C:12]1([F:16])[CH2:11][C@:10]([CH3:20])([C:17]([OH:19])=[O:18])[C@H:9]([OH:8])[CH2:14][CH2:13]1. The catalyst class is: 105. (4) Reactant: [C:1]([NH:8][CH2:9][CH:10]=O)([O:3][C:4]([CH3:7])([CH3:6])[CH3:5])=[O:2].C(O)(=O)C.C(O[BH-](OC(=O)C)OC(=O)C)(=O)C.[Na+].[NH2:30][C:31]1[C:32]([CH3:37])=[CH:33][CH:34]=[CH:35][CH:36]=1. Product: [CH3:37][C:32]1[CH:33]=[CH:34][CH:35]=[CH:36][C:31]=1[NH:30][CH2:10][CH2:9][NH:8][C:1](=[O:2])[O:3][C:4]([CH3:7])([CH3:6])[CH3:5]. The catalyst class is: 4.